Dataset: Forward reaction prediction with 1.9M reactions from USPTO patents (1976-2016). Task: Predict the product of the given reaction. (1) Given the reactants Cl[C:2]1[O:3][C:4]2[C:5](=[C:7]([C:11]([O:13][CH3:14])=[O:12])[CH:8]=[CH:9][CH:10]=2)[N:6]=1.[CH2:15]([N:22]1[CH2:27][C@H:26]([CH3:28])[NH:25][C@@H:24]([CH3:29])[C:23]1=[O:30])[C:16]1[CH:21]=[CH:20][CH:19]=[CH:18][CH:17]=1.C(=O)([O-])[O-].[K+].[K+], predict the reaction product. The product is: [CH2:15]([N:22]1[CH2:27][C@H:26]([CH3:28])[N:25]([C:2]2[O:3][C:4]3[C:5](=[C:7]([C:11]([O:13][CH3:14])=[O:12])[CH:8]=[CH:9][CH:10]=3)[N:6]=2)[C@@H:24]([CH3:29])[C:23]1=[O:30])[C:16]1[CH:17]=[CH:18][CH:19]=[CH:20][CH:21]=1. (2) Given the reactants Cl[CH2:2][CH2:3][CH2:4][O:5][CH:6]1[CH2:11][CH2:10][CH2:9][CH2:8][O:7]1.[N-:12]=[N+:13]=[N-:14].[Na+].[I-].[K+].CCOCC.O, predict the reaction product. The product is: [N:12]([CH2:2][CH2:3][CH2:4][O:5][CH:6]1[CH2:11][CH2:10][CH2:9][CH2:8][O:7]1)=[N+:13]=[N-:14]. (3) Given the reactants [Cl:1][C:2]1[CH:3]=[C:4]([CH:6]=[CH:7][C:8]=1[O:9][C:10]1[C:19]2[C:14](=[CH:15][C:16]([O:22][CH3:23])=[C:17]([O:20][CH3:21])[CH:18]=2)[N:13]=[CH:12][CH:11]=1)[NH2:5].C1(C)C=CC=CC=1.[CH2:31]([N:38]=[C:39]=[S:40])[C:32]1[CH:37]=[CH:36][CH:35]=[CH:34][CH:33]=1, predict the reaction product. The product is: [CH2:31]([NH:38][C:39]([NH:5][C:4]1[CH:6]=[CH:7][C:8]([O:9][C:10]2[C:19]3[C:14](=[CH:15][C:16]([O:22][CH3:23])=[C:17]([O:20][CH3:21])[CH:18]=3)[N:13]=[CH:12][CH:11]=2)=[C:2]([Cl:1])[CH:3]=1)=[S:40])[C:32]1[CH:37]=[CH:36][CH:35]=[CH:34][CH:33]=1. (4) Given the reactants [Br:1][C:2]1[C:3]([Cl:13])=[CH:4][C:5]([F:12])=[C:6]([S:8](Cl)(=[O:10])=[O:9])[CH:7]=1.[NH:14]1[CH2:20][CH2:19][CH2:18][CH2:17][C:16]2[CH:21]=[CH:22][CH:23]=[CH:24][C:15]1=2.C(N(CC)CC)C.O, predict the reaction product. The product is: [Br:1][C:2]1[C:3]([Cl:13])=[CH:4][C:5]([F:12])=[C:6]([S:8]([N:14]2[CH2:20][CH2:19][CH2:18][CH2:17][C:16]3[CH:21]=[CH:22][CH:23]=[CH:24][C:15]2=3)(=[O:10])=[O:9])[CH:7]=1. (5) Given the reactants [C:1]([O:5][C:6]([NH:8][C@@H:9]1[CH2:18][C:17]2[N:16]=[CH:15][C:14]([C:19]([O:21]C)=[O:20])=[CH:13][C:12]=2[NH:11][C:10]1=[O:23])=[O:7])([CH3:4])([CH3:3])[CH3:2].[OH-].[Na+], predict the reaction product. The product is: [C:1]([O:5][C:6]([NH:8][C@@H:9]1[CH2:18][C:17]2[N:16]=[CH:15][C:14]([C:19]([OH:21])=[O:20])=[CH:13][C:12]=2[NH:11][C:10]1=[O:23])=[O:7])([CH3:4])([CH3:2])[CH3:3].